From a dataset of Forward reaction prediction with 1.9M reactions from USPTO patents (1976-2016). Predict the product of the given reaction. (1) Given the reactants [OH:1][C@H:2]1[CH2:21][CH2:20][C@@:19]2([CH3:22])[C:4](=[CH:5]C=[C:7]3[C@@H:18]2[CH2:17][CH2:16][C@@:15]2(C)[C@H:8]3[CH2:9][CH2:10][C@@H:11]2[C:12](=[O:14])C)[CH2:3]1.[CH3:24][C:25]([C@@H:27]1[C@@:31]2([CH3:49])[CH2:32][CH2:33][C@@H:34]3[C@@:39]4([CH3:48])[CH2:40][CH2:41][C@H:42]([O:44]C(C)=O)[CH2:43][C:38]4=[CH:37][CH2:36][C@H:35]3[C@@H:30]2[CH2:29][CH2:28]1)=[O:26], predict the reaction product. The product is: [OH:1][C@H:2]1[CH2:21][CH2:20][C@@:19]2([CH3:22])[C:4](=[CH:5][CH:24]=[C:17]3[C@@H:18]2[CH2:7][CH2:8][C@@:9]2([CH3:10])[C@H:16]3[CH2:15][CH2:11][C:12]2=[O:14])[CH2:3]1.[OH:44][C@H:42]1[CH2:41][CH2:40][C@@:39]2([CH3:48])[C:38](=[CH:37][CH:36]=[C:35]3[C@@H:34]2[CH2:33][CH2:32][C@@:31]2([CH3:49])[C@H:30]3[CH2:29][CH2:28][C@@H:27]2[C:25](=[O:26])[CH3:24])[CH2:43]1. (2) Given the reactants [F:1][C:2]1[C:3]([NH2:9])=[N:4][C:5](=[O:8])[NH:6][CH:7]=1.C[Si](C)(C)N[Si](C)(C)C.COC(O[CH:24]1[O:38][C@H:37]([CH3:39])[C@@H:31]([O:32][C:33]([O:35][CH3:36])=[O:34])[C@H:25]1[O:26][C:27]([O:29][CH3:30])=[O:28])=O.FC(F)(F)S(O[Si](C)(C)C)(=O)=O.C(=O)([O-])O.[Na+], predict the reaction product. The product is: [CH3:30][O:29][C:27]([O:26][C@@H:25]1[C@H:31]([O:32][C:33]([O:35][CH3:36])=[O:34])[C@@H:37]([CH3:39])[O:38][C@H:24]1[N:6]1[CH:7]=[C:2]([F:1])[C:3]([NH2:9])=[N:4][C:5]1=[O:8])=[O:28]. (3) Given the reactants [CH2:1]([O:3][C:4](=[O:39])[CH2:5][CH2:6][CH2:7][O:8][C:9]1[CH:14]=[CH:13][CH:12]=[C:11]([CH2:15][CH2:16][CH2:17][CH2:18][CH2:19][CH2:20][O:21][C:22]2[CH:27]=[C:26]([O:28][CH2:29][CH3:30])[CH:25]=[C:24](Br)[CH:23]=2)[C:10]=1[CH2:32][CH2:33][C:34]([O:36][CH2:37][CH3:38])=[O:35])[CH3:2].[C:40]1(B(O)O)[CH:45]=[CH:44][CH:43]=[CH:42][CH:41]=1.C(=O)([O-])[O-].[Cs+].[Cs+].C(COC)OC, predict the reaction product. The product is: [CH2:1]([O:3][C:4](=[O:39])[CH2:5][CH2:6][CH2:7][O:8][C:9]1[CH:14]=[CH:13][CH:12]=[C:11]([CH2:15][CH2:16][CH2:17][CH2:18][CH2:19][CH2:20][O:21][C:22]2[CH:23]=[C:24]([C:40]3[CH:45]=[CH:44][CH:43]=[CH:42][CH:41]=3)[CH:25]=[C:26]([O:28][CH2:29][CH3:30])[CH:27]=2)[C:10]=1[CH2:32][CH2:33][C:34]([O:36][CH2:37][CH3:38])=[O:35])[CH3:2]. (4) Given the reactants [B:1]([OH:4])([OH:3])[OH:2].[CH3:5][C@H:6]1[CH2:11][C@@H:10](O)[C@H:9]([CH:13]([CH3:15])[CH3:14])[CH2:8][CH2:7]1.[CH3:16][C@@H:17]1[CH2:22][C@H:21](O)[C@@H:20]([CH:24]([CH3:26])[CH3:25])[CH2:19][CH2:18]1, predict the reaction product. The product is: [B:1]([O:4][CH:8]1[CH2:7][CH:6]([CH3:5])[CH2:11][CH2:10][CH:9]1[CH:13]([CH3:15])[CH3:14])([O:3][CH:21]1[CH2:22][CH:17]([CH3:16])[CH2:18][CH2:19][CH:20]1[CH:24]([CH3:26])[CH3:25])[O:2][CH:10]1[CH2:11][CH:6]([CH3:5])[CH2:7][CH2:8][CH:9]1[CH:13]([CH3:15])[CH3:14]. (5) Given the reactants [Br:1][C:2]1[CH:30]=[CH:29][C:28]([F:31])=[CH:27][C:3]=1[O:4][CH:5]1[CH2:10][CH2:9][N:8]([C:11]2[CH:15]=[C:14]([C:16]3[N:17]=[N:18][N:19]([CH2:21][C:22]([O:24]CC)=[O:23])[N:20]=3)[O:13][N:12]=2)[CH2:7][CH2:6]1.[OH-].[Na+], predict the reaction product. The product is: [Br:1][C:2]1[CH:30]=[CH:29][C:28]([F:31])=[CH:27][C:3]=1[O:4][CH:5]1[CH2:10][CH2:9][N:8]([C:11]2[CH:15]=[C:14]([C:16]3[N:17]=[N:18][N:19]([CH2:21][C:22]([OH:24])=[O:23])[N:20]=3)[O:13][N:12]=2)[CH2:7][CH2:6]1. (6) The product is: [C:28]([O:27][C:25]([N:9]([CH2:8][CH2:7][S:6][S:5][C:1]([CH3:4])([CH3:3])[CH3:2])[CH2:12][CH2:11][C:10]([O:14][CH3:15])=[O:13])=[O:26])([CH3:31])([CH3:30])[CH3:29]. Given the reactants [C:1]([S:5][S:6][CH2:7][CH2:8][NH2:9])([CH3:4])([CH3:3])[CH3:2].[C:10]([O:14][CH3:15])(=[O:13])[CH:11]=[CH2:12].CCN(C(C)C)C(C)C.[C:25](OC([O-])=O)([O:27][C:28]([CH3:31])([CH3:30])[CH3:29])=[O:26].[Cl-].[NH4+], predict the reaction product. (7) The product is: [OH:8][N:9]1[C:18]2[C:13](=[CH:14][CH:15]=[CH:16][N:17]=2)[C:12]([OH:19])=[C:11]([C:20]([O:22][CH2:23][CH3:24])=[O:21])[C:10]1=[O:25]. Given the reactants C([O:8][N:9]1[C:18]2[C:13](=[CH:14][CH:15]=[CH:16][N:17]=2)[C:12]([OH:19])=[C:11]([C:20]([O:22][CH2:23][CH3:24])=[O:21])[C:10]1=[O:25])C1C=CC=CC=1, predict the reaction product.